Dataset: Reaction yield outcomes from USPTO patents with 853,638 reactions. Task: Predict the reaction yield, written as a fraction of the theoretical maximum amount of product (1.0 means a 100% yield; for example, 0.34 means a 34% yield). (1) The yield is 0.930. The reactants are [Cl:1][C:2]1[CH:7]=[CH:6][C:5]([C:8]#[C:9][C:10]2[CH:15]=[CH:14][C:13](/[CH:16]=[N:17]/[C:18]3[CH:30]=[CH:29][C:21]4[O:22][C:23]([CH3:28])([CH3:27])[O:24][C:25](=[O:26])[C:20]=4[CH:19]=3)=[CH:12][CH:11]=2)=[CH:4][CH:3]=1.C(O[BH-](OC(=O)C)OC(=O)C)(=O)C.[Na+].C(O)(=O)C. The catalyst is ClCCCl.O. The product is [Cl:1][C:2]1[CH:3]=[CH:4][C:5]([C:8]#[C:9][C:10]2[CH:15]=[CH:14][C:13]([CH2:16][NH:17][C:18]3[CH:30]=[CH:29][C:21]4[O:22][C:23]([CH3:28])([CH3:27])[O:24][C:25](=[O:26])[C:20]=4[CH:19]=3)=[CH:12][CH:11]=2)=[CH:6][CH:7]=1. (2) The reactants are [CH3:1][C:2]1[O:6][N:5]=[C:4]([C:7]2[CH:12]=[CH:11][CH:10]=[CH:9][CH:8]=2)[C:3]=1[CH2:13][O:14][C:15]1[CH:23]=[CH:22][C:18]([C:19]([OH:21])=O)=[CH:17][N:16]=1.[NH2:24][CH2:25][CH2:26][O:27][CH:28]([CH3:30])[CH3:29]. No catalyst specified. The product is [CH:28]([O:27][CH2:26][CH2:25][NH:24][C:19](=[O:21])[C:18]1[CH:22]=[CH:23][C:15]([O:14][CH2:13][C:3]2[C:4]([C:7]3[CH:8]=[CH:9][CH:10]=[CH:11][CH:12]=3)=[N:5][O:6][C:2]=2[CH3:1])=[N:16][CH:17]=1)([CH3:30])[CH3:29]. The yield is 0.740. (3) The reactants are [CH3:1][N:2]1[CH2:7][CH2:6][N:5]([C:8]2[C:9](=[CH:26][CH2:27][CH3:28])[C:10](N3CCN(C)CC3)=[N:11][C:12]3[CH:18]=[CH:17][CH:16]=[CH:15][C:13]=3[N:14]=2)[CH2:4][CH2:3]1.[S].C(N(CC)CC)C.Cl.C[S:39](C)=O. The catalyst is C(O)CC.ClCCl. The product is [CH3:28][C:27]1[S:39][C:10]2[NH:11][C:12]3[CH:18]=[CH:17][CH:16]=[CH:15][C:13]=3[N:14]=[C:8]([N:5]3[CH2:6][CH2:7][N:2]([CH3:1])[CH2:3][CH2:4]3)[C:9]=2[CH:26]=1. The yield is 0.120. (4) The reactants are C([O:3][C:4](=[O:23])[C:5]1[CH:10]=[CH:9][C:8]([NH:11][C:12]([NH:14][C:15]2[CH:20]=[CH:19][C:18]([Br:21])=[CH:17][C:16]=2[F:22])=[O:13])=[CH:7][CH:6]=1)C.O.[OH-].[Li+].O. The catalyst is CCO.C1COCC1. The product is [Br:21][C:18]1[CH:19]=[CH:20][C:15]([NH:14][C:12](=[O:13])[NH:11][C:8]2[CH:9]=[CH:10][C:5]([C:4]([OH:23])=[O:3])=[CH:6][CH:7]=2)=[C:16]([F:22])[CH:17]=1. The yield is 0.840.